Predict the product of the given reaction. From a dataset of Forward reaction prediction with 1.9M reactions from USPTO patents (1976-2016). (1) Given the reactants [O:1]1[CH:5]=[CH:4][CH:3]=[CH:2]1.[CH3:6][O:7][C:8](=[O:19])[C:9]([C:12]1[CH:17]=[CH:16][C:15](Br)=[CH:14][CH:13]=1)([CH3:11])[CH3:10], predict the reaction product. The product is: [CH3:6][O:7][C:8](=[O:19])[C:9]([C:12]1[CH:13]=[CH:14][C:15]([C:2]2[O:1][CH:5]=[CH:4][CH:3]=2)=[CH:16][CH:17]=1)([CH3:11])[CH3:10]. (2) Given the reactants Br[C:2]1[CH:3]=[C:4]2[C:9](=[CH:10][CH:11]=1)[C:8](=[O:12])[NH:7][N:6]=[C:5]2[Cl:13].[O:14]1[CH2:19][CH2:18][N:17]([CH2:20][C:21]2[CH:22]=[C:23]([CH2:27][NH2:28])[CH:24]=[CH:25][CH:26]=2)[CH2:16][CH2:15]1.C1C=CC(P(C2C(C3C(P(C4C=CC=CC=4)C4C=CC=CC=4)=CC=C4C=3C=CC=C4)=C3C(C=CC=C3)=CC=2)C2C=CC=CC=2)=CC=1.CC([O-])(C)C.[Na+], predict the reaction product. The product is: [Cl:13][C:5]1[C:4]2[C:9](=[CH:10][CH:11]=[C:2]([NH:28][CH2:27][C:23]3[CH:24]=[CH:25][CH:26]=[C:21]([CH2:20][N:17]4[CH2:18][CH2:19][O:14][CH2:15][CH2:16]4)[CH:22]=3)[CH:3]=2)[C:8](=[O:12])[NH:7][N:6]=1. (3) The product is: [CH2:13]([N:8]([CH2:9][CH:10]([CH3:12])[CH3:11])[C:7]1[CH:6]=[CH:5][C:4]([C:17]2[C:18]([C:24]([OH:26])=[O:25])=[C:19]([CH3:23])[CH:20]=[CH:21][CH:22]=2)=[CH:3][C:2]=1[NH:1][C:28]([NH:27][C:30]1[CH:35]=[CH:34][C:33]([O:36][C:37]([F:38])([F:39])[F:40])=[CH:32][CH:31]=1)=[O:29])[CH:14]([CH3:15])[CH3:16]. Given the reactants [NH2:1][C:2]1[CH:3]=[C:4]([C:17]2[C:18]([C:24]([OH:26])=[O:25])=[C:19]([CH3:23])[CH:20]=[CH:21][CH:22]=2)[CH:5]=[CH:6][C:7]=1[N:8]([CH2:13][CH:14]([CH3:16])[CH3:15])[CH2:9][CH:10]([CH3:12])[CH3:11].[N:27]([C:30]1[CH:35]=[CH:34][C:33]([O:36][C:37]([F:40])([F:39])[F:38])=[CH:32][CH:31]=1)=[C:28]=[O:29], predict the reaction product.